From a dataset of Forward reaction prediction with 1.9M reactions from USPTO patents (1976-2016). Predict the product of the given reaction. (1) Given the reactants [CH2:1]([C:11]1[C:15]2[S:16][C:17]3[C:21]4[S:22][C:23](C(O)=O)=[C:24]([CH2:25][CH2:26][CH2:27][CH2:28][CH2:29][CH2:30][CH2:31][CH2:32][CH2:33][CH3:34])[C:20]=4[S:19][C:18]=3[C:14]=2[S:13][C:12]=1C(O)=O)[CH2:2][CH2:3][CH2:4][CH2:5][CH2:6][CH2:7][CH2:8][CH2:9][CH3:10].C(=O)=O.CCCCCC, predict the reaction product. The product is: [CH2:25]([C:24]1[C:20]2[S:19][C:18]3[C:14]4[S:13][CH:12]=[C:11]([CH2:1][CH2:2][CH2:3][CH2:4][CH2:5][CH2:6][CH2:7][CH2:8][CH2:9][CH3:10])[C:15]=4[S:16][C:17]=3[C:21]=2[S:22][CH:23]=1)[CH2:26][CH2:27][CH2:28][CH2:29][CH2:30][CH2:31][CH2:32][CH2:33][CH3:34]. (2) Given the reactants [Br:1][C:2]1[CH:7]=[CH:6][C:5]([S:8](Cl)(=[O:10])=[O:9])=[CH:4][CH:3]=1.[CH3:12][C:13]1([OH:19])[CH2:18][CH2:17][NH:16][CH2:15][CH2:14]1.CCN(C(C)C)C(C)C.Cl, predict the reaction product. The product is: [Br:1][C:2]1[CH:7]=[CH:6][C:5]([S:8]([N:16]2[CH2:17][CH2:18][C:13]([CH3:12])([OH:19])[CH2:14][CH2:15]2)(=[O:10])=[O:9])=[CH:4][CH:3]=1. (3) Given the reactants [CH3:1][O:2][C:3]1[CH:11]=[C:10]([O:12][CH3:13])[CH:9]=[CH:8][C:4]=1[C:5](Cl)=[O:6].[Br:14][C:15]1[CH:16]=[C:17]2[C:22](=[CH:23][CH:24]=1)[N:21]1[CH:25]=[CH:26][CH:27]=[C:20]1[CH:19]([CH3:28])[NH:18]2, predict the reaction product. The product is: [Br:14][C:15]1[CH:16]=[C:17]2[C:22](=[CH:23][CH:24]=1)[N:21]1[CH:25]=[CH:26][CH:27]=[C:20]1[CH:19]([CH3:28])[N:18]2[C:5](=[O:6])[C:4]1[CH:8]=[CH:9][C:10]([O:12][CH3:13])=[CH:11][C:3]=1[O:2][CH3:1]. (4) Given the reactants [CH:1]([C:3]1[CH:13]=[CH:12][C:6]([C:7]([O:9][CH2:10][CH3:11])=[O:8])=[CH:5][CH:4]=1)=O.[NH2:14][CH2:15][CH2:16][C:17]1[C:25]2[C:20](=[CH:21][CH:22]=[CH:23][CH:24]=2)[NH:19][CH:18]=1.[OH:26]/[C:27](=[CH:33]\[C:34](=[O:41])[C:35]1[CH:40]=[CH:39][N:38]=[CH:37][CH:36]=1)/[C:28](OCC)=[O:29], predict the reaction product. The product is: [NH:19]1[C:20]2[C:25](=[CH:24][CH:23]=[CH:22][CH:21]=2)[C:17]([CH2:16][CH2:15][N:14]2[C:28](=[O:29])[C:27]([OH:26])=[C:33]([C:34](=[O:41])[C:35]3[CH:36]=[CH:37][N:38]=[CH:39][CH:40]=3)[CH:1]2[C:3]2[CH:13]=[CH:12][C:6]([C:7]([O:9][CH2:10][CH3:11])=[O:8])=[CH:5][CH:4]=2)=[CH:18]1. (5) Given the reactants [Cl:1][C:2]1[CH:3]=[C:4]([CH:8]=[CH:9][C:10]=1[CH:11]([CH3:25])[C:12]([C:18]1[CH:23]=[CH:22][N:21]=[C:20]([Cl:24])[CH:19]=1)([OH:17])[C:13]([F:16])([F:15])[F:14])[C:5](O)=[O:6].[CH2:26]([O:28][C:29](=[O:39])[CH2:30][C:31]1[CH:36]=[CH:35][C:34]([CH2:37][NH2:38])=[CH:33][CH:32]=1)[CH3:27].CN(C(ON1N=NC2C=CC=CC1=2)=[N+](C)C)C.F[P-](F)(F)(F)(F)F, predict the reaction product. The product is: [CH2:26]([O:28][C:29](=[O:39])[CH2:30][C:31]1[CH:36]=[CH:35][C:34]([CH2:37][NH:38][C:5](=[O:6])[C:4]2[CH:8]=[CH:9][C:10]([CH:11]([CH3:25])[C:12]([C:18]3[CH:23]=[CH:22][N:21]=[C:20]([Cl:24])[CH:19]=3)([OH:17])[C:13]([F:16])([F:14])[F:15])=[C:2]([Cl:1])[CH:3]=2)=[CH:33][CH:32]=1)[CH3:27]. (6) Given the reactants C[O:2][C:3]1[CH:12]=[C:11]2[C:6]([C@H:7]([C:20]3[CH:25]=[CH:24][C:23]([O:26][CH2:27][CH2:28][N:29]4[CH2:33][CH2:32][CH2:31][CH2:30]4)=[CH:22][CH:21]=3)[C@H:8]([C:13]3[CH:18]=[CH:17][CH:16]=[C:15]([CH3:19])[CH:14]=3)[CH2:9][O:10]2)=[CH:5][CH:4]=1.Cl.N1C=CC=CC=1, predict the reaction product. The product is: [OH:2][C:3]1[CH:12]=[C:11]2[C:6]([C@H:7]([C:20]3[CH:25]=[CH:24][C:23]([O:26][CH2:27][CH2:28][N:29]4[CH2:33][CH2:32][CH2:31][CH2:30]4)=[CH:22][CH:21]=3)[C@H:8]([C:13]3[CH:18]=[CH:17][CH:16]=[C:15]([CH3:19])[CH:14]=3)[CH2:9][O:10]2)=[CH:5][CH:4]=1. (7) Given the reactants [CH:1]1([NH2:4])[CH2:3][CH2:2]1.[S:5]1[CH2:11][C:9](=[O:10])[NH:8][C:6]1=S.CCN(C(C)C)C(C)C, predict the reaction product. The product is: [CH:1]1([NH:4][C:6]2[S:5][CH2:11][C:9](=[O:10])[N:8]=2)[CH2:3][CH2:2]1.